Dataset: HIV replication inhibition screening data with 41,000+ compounds from the AIDS Antiviral Screen. Task: Binary Classification. Given a drug SMILES string, predict its activity (active/inactive) in a high-throughput screening assay against a specified biological target. The drug is Cc1c(CCO)c(=O)n2c([nH]c3ccccc32)c1C#N. The result is 0 (inactive).